Dataset: Reaction yield outcomes from USPTO patents with 853,638 reactions. Task: Predict the reaction yield, written as a fraction of the theoretical maximum amount of product (1.0 means a 100% yield; for example, 0.34 means a 34% yield). (1) The reactants are [C:1]([N:4]1[CH2:9][CH2:8][N:7]([C:10]2[CH:11]=[CH:12][C:13]([N+:18]([O-])=O)=[C:14]([CH:17]=2)[C:15]#[N:16])[CH2:6][CH2:5]1)(=[O:3])[CH3:2]. The catalyst is CCO.[Pd]. The product is [C:1]([N:4]1[CH2:5][CH2:6][N:7]([C:10]2[CH:11]=[CH:12][C:13]([NH2:18])=[C:14]([CH:17]=2)[C:15]#[N:16])[CH2:8][CH2:9]1)(=[O:3])[CH3:2]. The yield is 0.990. (2) The reactants are [Br:1][C:2]1[CH:3]=[C:4]2[C:9](=[CH:10][CH:11]=1)[CH:8]=[C:7]([C:12]([NH2:14])=O)[CH:6]=[CH:5]2.N1C=CC=CC=1.C(OC(C(F)(F)F)=O)(C(F)(F)F)=O. The catalyst is O1CCOCC1. The product is [Br:1][C:2]1[CH:3]=[C:4]2[C:9](=[CH:10][CH:11]=1)[CH:8]=[C:7]([C:12]#[N:14])[CH:6]=[CH:5]2. The yield is 0.700. (3) The reactants are [F:1][C:2]1[C:3]([NH:12][C:13]2[CH:18]=[CH:17][C:16]([I:19])=[CH:15][C:14]=2[F:20])=[C:4]([CH:8]=[CH:9][C:10]=1[F:11])[C:5](O)=[O:6].N1C=CC=CC=1.N1C(F)=NC(F)=NC=1[F:29]. The catalyst is ClCCl.O. The product is [F:1][C:2]1[C:3]([NH:12][C:13]2[CH:18]=[CH:17][C:16]([I:19])=[CH:15][C:14]=2[F:20])=[C:4]([CH:8]=[CH:9][C:10]=1[F:11])[C:5]([F:29])=[O:6]. The yield is 0.970. (4) The reactants are [C:1]([C:4]1([CH3:17])[CH2:9][CH2:8][N:7]([C:10]([O:12][C:13]([CH3:16])([CH3:15])[CH3:14])=[O:11])[CH2:6][CH2:5]1)(=[O:3])[CH3:2].[CH3:18][N:19]([CH:21](OC)OC)[CH3:20]. The catalyst is C1(C)C=CC=CC=1. The product is [CH3:18][N:19]([CH3:21])/[CH:20]=[CH:2]/[C:1]([C:4]1([CH3:17])[CH2:5][CH2:6][N:7]([C:10]([O:12][C:13]([CH3:16])([CH3:15])[CH3:14])=[O:11])[CH2:8][CH2:9]1)=[O:3]. The yield is 0.370. (5) The reactants are [CH3:1][S:2][C:3]1[CH:8]=[CH:7][C:6]([C:9](=O)[CH2:10][C:11]([O:13]C)=O)=[CH:5][CH:4]=1.Cl.[CH3:17][CH:18]([NH:20][NH2:21])[CH3:19].C(N(CC)CC)C. The catalyst is C(O)C. The product is [CH3:1][S:2][C:3]1[CH:4]=[CH:5][C:6]([C:9]2[CH:10]=[C:11]([OH:13])[N:20]([CH:18]([CH3:19])[CH3:17])[N:21]=2)=[CH:7][CH:8]=1. The yield is 0.590. (6) The reactants are [CH3:1][O:2][C:3](=[O:38])[C:4]1[CH:9]=[CH:8][C:7]([CH2:10][N:11]2[CH:15]=[C:14]([C:16]3[CH:21]=[CH:20][C:19]([Cl:22])=[CH:18][C:17]=3[Cl:23])[N:13]=[C:12]2[CH2:24][C:25]2[CH:30]=[CH:29][C:28]([C:31]3[CH:36]=[CH:35][C:34]([OH:37])=[CH:33][CH:32]=3)=[CH:27][CH:26]=2)=[CH:6][CH:5]=1.[F:39][C:40]([F:51])([F:50])[C:41]1[CH:46]=[CH:45][C:44](B(O)O)=[CH:43][CH:42]=1. No catalyst specified. The product is [CH3:1][O:2][C:3](=[O:38])[C:4]1[CH:9]=[CH:8][C:7]([CH2:10][N:11]2[CH:15]=[C:14]([C:16]3[CH:21]=[CH:20][C:19]([Cl:22])=[CH:18][C:17]=3[Cl:23])[N:13]=[C:12]2[CH2:24][C:25]2[CH:30]=[CH:29][C:28]([C:31]3[CH:32]=[CH:33][C:34]([O:37][C:44]4[CH:45]=[CH:46][C:41]([C:40]([F:51])([F:50])[F:39])=[CH:42][CH:43]=4)=[CH:35][CH:36]=3)=[CH:27][CH:26]=2)=[CH:6][CH:5]=1. The yield is 0.110.